From a dataset of Peptide-MHC class II binding affinity with 134,281 pairs from IEDB. Regression. Given a peptide amino acid sequence and an MHC pseudo amino acid sequence, predict their binding affinity value. This is MHC class II binding data. (1) The peptide sequence is TLWQRPIVTIKIGGQLKEAL. The MHC is HLA-DPA10201-DPB10101 with pseudo-sequence HLA-DPA10201-DPB10101. The binding affinity (normalized) is 0.310. (2) The peptide sequence is EKKYFAATQFEPLAA. The MHC is HLA-DQA10102-DQB10602 with pseudo-sequence HLA-DQA10102-DQB10602. The binding affinity (normalized) is 0.205.